Dataset: M1 muscarinic receptor agonist screen with 61,833 compounds. Task: Binary Classification. Given a drug SMILES string, predict its activity (active/inactive) in a high-throughput screening assay against a specified biological target. The compound is S1c2c(nc(SCC(=O)Nc3ccccc3)n(c2=O)c2ccc(OC)cc2)CC1. The result is 0 (inactive).